Predict the reaction yield, written as a fraction of the theoretical maximum amount of product (1.0 means a 100% yield; for example, 0.34 means a 34% yield). From a dataset of Reaction yield outcomes from USPTO patents with 853,638 reactions. (1) The reactants are [NH2:1][C:2]1[C:6]([C:7]([NH:9][C:10]2[CH:11]=[N:12][CH:13]=[CH:14][C:15]=2[O:16][CH3:17])=[O:8])=[C:5]([NH2:18])[NH:4][N:3]=1.C([O-])([O-])=O.[Cs+].[Cs+].[C:25](OC)(=[O:28])[C:26]#[CH:27]. The catalyst is CCO. The product is [NH2:18][C:5]1[C:6]([C:7]([NH:9][C:10]2[CH:11]=[N:12][CH:13]=[CH:14][C:15]=2[O:16][CH3:17])=[O:8])=[C:2]2[NH:1][C:25](=[O:28])[CH:26]=[CH:27][N:3]2[N:4]=1. The yield is 0.270. (2) The reactants are Cl[C:2]1[CH:7]=[CH:6][N:5]=[C:4]2[NH:8][CH:9]=[CH:10][C:3]=12.[Na+].[I-:12].C(Cl)(=O)C.[OH-].[Na+]. The catalyst is C(#N)C.C1COCC1. The product is [I:12][C:2]1[CH:7]=[CH:6][N:5]=[C:4]2[NH:8][CH:9]=[CH:10][C:3]=12. The yield is 0.480. (3) The yield is 0.750. The product is [Cl:1][C:2]1[CH:7]=[CH:6][N:5]=[C:4]2[CH:8]=[C:9]([C:28]3[CH:29]=[N:30][N:31]([CH2:33][CH2:34][N:35]([CH3:43])[C:36](=[O:42])[O:37][C:38]([CH3:39])([CH3:40])[CH3:41])[CH:32]=3)[S:10][C:3]=12. The reactants are [Cl:1][C:2]1[CH:7]=[CH:6][N:5]=[C:4]2[CH:8]=[CH:9][S:10][C:3]=12.ClC1C=CN=C2C=C(C3N=CN(C)C=3)SC=12.I[C:28]1[CH:29]=[N:30][N:31]([CH2:33][CH2:34][N:35]([CH3:43])[C:36](=[O:42])[O:37][C:38]([CH3:41])([CH3:40])[CH3:39])[CH:32]=1. No catalyst specified. (4) The reactants are [NH2:1][C:2]1[C:10]2[C:5](=[N:6][C:7]([N:15]3[CH2:20][CH2:19][CH:18]([NH:21][CH2:22][CH:23]([C:25]4[CH:30]=[CH:29][C:28](Br)=[CH:27][N:26]=4)[OH:24])[CH2:17][CH2:16]3)=[CH:8][C:9]=2[C:11]([F:14])([F:13])[F:12])[S:4][C:3]=1[C:32]([NH2:34])=[O:33].B1(B2OC(C)(C)C(C)(C)O2)OC(C)(C)C(C)(C)O1.C([O-])(=O)C.[K+].N#N.Br[C:61]1[CH:69]=[C:68]2[C:64]([CH2:65][C:66](=[O:70])[NH:67]2)=[CH:63][CH:62]=1.C(=O)([O-])[O-].[K+].[K+]. The catalyst is CN(C=O)C.O.C1C=CC([P]([Pd]([P](C2C=CC=CC=2)(C2C=CC=CC=2)C2C=CC=CC=2)([P](C2C=CC=CC=2)(C2C=CC=CC=2)C2C=CC=CC=2)[P](C2C=CC=CC=2)(C2C=CC=CC=2)C2C=CC=CC=2)(C2C=CC=CC=2)C2C=CC=CC=2)=CC=1. The product is [NH2:1][C:2]1[C:10]2[C:5](=[N:6][C:7]([N:15]3[CH2:20][CH2:19][CH:18]([NH:21][CH2:22][CH:23]([OH:24])[C:25]4[CH:30]=[CH:29][C:28]([C:61]5[CH:69]=[C:68]6[C:64]([CH2:65][C:66](=[O:70])[NH:67]6)=[CH:63][CH:62]=5)=[CH:27][N:26]=4)[CH2:17][CH2:16]3)=[CH:8][C:9]=2[C:11]([F:14])([F:13])[F:12])[S:4][C:3]=1[C:32]([NH2:34])=[O:33]. The yield is 0.119. (5) The reactants are O.[OH-].[Li+].C[O:5][C:6](=[O:25])[C:7]1[CH:12]=[CH:11][C:10]([O:13][CH2:14][CH2:15][CH2:16][C:17]([O:19][C:20]([CH3:23])([CH3:22])[CH3:21])=[O:18])=[C:9]([CH3:24])[CH:8]=1. The catalyst is C1COCC1.O. The product is [C:20]([O:19][C:17]([CH2:16][CH2:15][CH2:14][O:13][C:10]1[CH:11]=[CH:12][C:7]([C:6]([OH:25])=[O:5])=[CH:8][C:9]=1[CH3:24])=[O:18])([CH3:22])([CH3:23])[CH3:21]. The yield is 0.700. (6) The reactants are [F:1][C:2]([F:15])([F:14])[CH2:3][O:4][C:5]1[N:10]=[CH:9][C:8]([C:11]([OH:13])=O)=[CH:7][CH:6]=1.Cl.CN(C)CCCN=C=NCC.[NH2:28][C:29]1[N:34]=[C:33]([N:35]([C:37]2[CH:38]=[N:39][C:40]([F:43])=[CH:41][CH:42]=2)[CH3:36])[N:32]=[C:31]([C:44](=[N:46]O)[NH2:45])[N:30]=1. The catalyst is N1C=CC=CC=1.CCOC(C)=O. The product is [F:43][C:40]1[N:39]=[CH:38][C:37]([N:35]([CH3:36])[C:33]2[N:34]=[C:29]([NH2:28])[N:30]=[C:31]([C:44]3[N:45]=[C:11]([C:8]4[CH:9]=[N:10][C:5]([O:4][CH2:3][C:2]([F:1])([F:15])[F:14])=[CH:6][CH:7]=4)[O:13][N:46]=3)[N:32]=2)=[CH:42][CH:41]=1. The yield is 0.0300.